From a dataset of Catalyst prediction with 721,799 reactions and 888 catalyst types from USPTO. Predict which catalyst facilitates the given reaction. (1) Reactant: CO[CH2:3][N:4]([CH2:10][C:11]1[CH:16]=[CH:15][CH:14]=[CH:13][CH:12]=1)[CH2:5][Si](C)(C)C.C([O:19][C:20](=[O:31])[C:21]#[C:22][C:23]1[CH:28]=[CH:27][C:26]([Cl:29])=[C:25]([F:30])[CH:24]=1)C.FC(F)(F)C(O)=O.[OH-].[Na+]. Product: [CH2:10]([N:4]1[CH2:3][C:22]([C:23]2[CH:28]=[CH:27][C:26]([Cl:29])=[C:25]([F:30])[CH:24]=2)=[C:21]([C:20]([OH:31])=[O:19])[CH2:5]1)[C:11]1[CH:12]=[CH:13][CH:14]=[CH:15][CH:16]=1. The catalyst class is: 2. (2) Reactant: [OH-].[Na+].C([NH:6][C:7]1[S:11][C:10]2[C:12]([O:24][CH2:25][CH2:26][N:27]([CH2:30][CH3:31])[CH2:28][CH3:29])=[C:13]([C:16]3[CH:21]=[CH:20][C:19]([O:22][CH3:23])=[CH:18][CH:17]=3)[CH:14]=[CH:15][C:9]=2[C:8]=1[C:32]([O:34][CH2:35][CH3:36])=[O:33])(=O)C. Product: [NH2:6][C:7]1[S:11][C:10]2[C:12]([O:24][CH2:25][CH2:26][N:27]([CH2:28][CH3:29])[CH2:30][CH3:31])=[C:13]([C:16]3[CH:17]=[CH:18][C:19]([O:22][CH3:23])=[CH:20][CH:21]=3)[CH:14]=[CH:15][C:9]=2[C:8]=1[C:32]([O:34][CH2:35][CH3:36])=[O:33]. The catalyst class is: 36. (3) Reactant: [CH2:1]([O:3][C:4](=[O:15])[C:5]([C:8]1[CH:13]=[CH:12][C:11]([NH2:14])=[CH:10][CH:9]=1)([CH3:7])[CH3:6])[CH3:2].[Cl:16][C:17]1[CH:22]=[CH:21][CH:20]=[CH:19][C:18]=1[N:23]1[C:27]([O:28][C:29]2[CH:34]=[CH:33][CH:32]=[CH:31][C:30]=2[N:35]=[C:36]=[O:37])=[CH:26][C:25]([CH3:38])=[N:24]1.C(N(CC)CC)C. Product: [CH2:1]([O:3][C:4](=[O:15])[C:5]([C:8]1[CH:9]=[CH:10][C:11]([NH:14][C:36]([NH:35][C:30]2[CH:31]=[CH:32][CH:33]=[CH:34][C:29]=2[O:28][C:27]2[N:23]([C:18]3[CH:19]=[CH:20][CH:21]=[CH:22][C:17]=3[Cl:16])[N:24]=[C:25]([CH3:38])[CH:26]=2)=[O:37])=[CH:12][CH:13]=1)([CH3:7])[CH3:6])[CH3:2]. The catalyst class is: 1. (4) Product: [F:4][C:5]1[CH:6]=[C:7]([CH:8]([OH:9])[CH3:1])[CH:10]=[C:11]([F:14])[C:12]=1[F:13]. Reactant: [CH3:1][Mg+].[Br-].[F:4][C:5]1[CH:6]=[C:7]([CH:10]=[C:11]([F:14])[C:12]=1[F:13])[CH:8]=[O:9]. The catalyst class is: 1. (5) Reactant: [Br:1][C:2]1[CH:7]=[CH:6][CH:5]=[C:4]([Br:8])[C:3]=1[OH:9].C(=O)([O-])[O-].[K+].[K+].Br[CH2:17][CH2:18][Cl:19]. Product: [Br:1][C:2]1[CH:7]=[CH:6][CH:5]=[C:4]([Br:8])[C:3]=1[O:9][CH2:17][CH2:18][Cl:19]. The catalyst class is: 3. (6) The catalyst class is: 4. Product: [CH2:1]([C:3]1[CH:11]=[C:10]([NH:12][C:13]([C:15]2[CH:20]=[CH:19][CH:18]=[CH:17][C:16]=2[F:21])=[O:14])[CH:9]=[CH:8][C:4]=1[C:5]([NH:24][NH:23][C:22]([O:26][C:27]([CH3:30])([CH3:29])[CH3:28])=[O:25])=[O:7])[CH3:2]. Reactant: [CH2:1]([C:3]1[CH:11]=[C:10]([NH:12][C:13]([C:15]2[CH:20]=[CH:19][CH:18]=[CH:17][C:16]=2[F:21])=[O:14])[CH:9]=[CH:8][C:4]=1[C:5]([OH:7])=O)[CH3:2].[C:22]([O:26][C:27]([CH3:30])([CH3:29])[CH3:28])(=[O:25])[NH:23][NH2:24].Cl.CN(C)CCCN=C=NCC.O.ON1C2C=CC=CC=2N=N1. (7) Reactant: [Cl:1][C:2]1[C:3]([N:18]2[CH2:23][CH2:22][CH2:21][C@@H:20]([NH:24]C(=O)OC(C)(C)C)[CH2:19]2)=[C:4]2[C:10]([NH:11][C:12](=[O:17])[C@@H:13]([O:15][CH3:16])[CH3:14])=[CH:9][NH:8][C:5]2=[N:6][CH:7]=1.C(O)(C(F)(F)F)=O. Product: [ClH:1].[NH2:24][C@@H:20]1[CH2:21][CH2:22][CH2:23][N:18]([C:3]2[C:2]([Cl:1])=[CH:7][N:6]=[C:5]3[NH:8][CH:9]=[C:10]([NH:11][C:12](=[O:17])[C@@H:13]([O:15][CH3:16])[CH3:14])[C:4]=23)[CH2:19]1. The catalyst class is: 2. (8) Reactant: [F:1][C:2]1[CH:7]=[CH:6][C:5]([CH:8]2[CH2:13][CH2:12][CH2:11][NH:10][CH2:9]2)=[CH:4][CH:3]=1.[CH:14]([C:16]1[CH:31]=[CH:30][C:19]([O:20][C:21]2[CH:29]=[CH:28][C:24]([C:25]([NH2:27])=[O:26])=[CH:23][N:22]=2)=[CH:18][CH:17]=1)=O.C(O[BH-](OC(=O)C)OC(=O)C)(=O)C.[Na+].C(O)(=O)C.[Cl:50]CCCl. Product: [ClH:50].[F:1][C:2]1[CH:3]=[CH:4][C:5]([CH:8]2[CH2:13][CH2:12][CH2:11][N:10]([CH2:14][C:16]3[CH:31]=[CH:30][C:19]([O:20][C:21]4[CH:29]=[CH:28][C:24]([C:25]([NH2:27])=[O:26])=[CH:23][N:22]=4)=[CH:18][CH:17]=3)[CH2:9]2)=[CH:6][CH:7]=1. The catalyst class is: 100. (9) Reactant: [Br:1][C:2]1[CH:7]=[CH:6][C:5]([C@@H:8]([OH:13])[C:9]([F:12])([F:11])[F:10])=[CH:4][CH:3]=1.[H-].[Na+].C[O:17][C:18]1[CH:25]=[CH:24][C:21]([CH2:22]Br)=[CH:20][CH:19]=1. Product: [Br:1][C:2]1[CH:7]=[CH:6][C:5]([C@@H:8]([O:13][CH2:22][C:21]2[CH:24]=[CH:25][C:18]([OH:17])=[CH:19][CH:20]=2)[C:9]([F:11])([F:12])[F:10])=[CH:4][CH:3]=1. The catalyst class is: 807.